This data is from Reaction yield outcomes from USPTO patents with 853,638 reactions. The task is: Predict the reaction yield, written as a fraction of the theoretical maximum amount of product (1.0 means a 100% yield; for example, 0.34 means a 34% yield). (1) The reactants are C(OC([N:8]1[CH2:15][CH2:14][CH:13]2[CH:10]([N:11]([C:16]3[CH:25]=[N:24][C:23]4[C:18](=[CH:19][CH:20]=[CH:21][CH:22]=4)[N:17]=3)[CH2:12]2)[CH2:9]1)=O)(C)(C)C.FC(F)(F)C(O)=O. The product is [CH:10]12[N:11]([C:16]3[CH:25]=[N:24][C:23]4[C:18](=[CH:19][CH:20]=[CH:21][CH:22]=4)[N:17]=3)[CH2:12][CH:13]1[CH2:14][CH2:15][NH:8][CH2:9]2. The yield is 0.720. The catalyst is O1CCOCC1. (2) The reactants are [CH3:1][N:2]1[CH:6]=[C:5]([C:7]2[CH:8]=[C:9]([CH:13]=[C:14]([C:16]([F:19])([F:18])[F:17])[CH:15]=2)[C:10]([OH:12])=O)[CH:4]=[N:3]1.Cl.CN(C)CCCN=C=NCC.[NH2:32][C:33]1[CH:42]=[C:41]2[C:36]([CH2:37][CH2:38][CH:39]([C:43]([O:45][CH3:46])=[O:44])[CH2:40]2)=[CH:35][CH:34]=1.Cl. The catalyst is N1C=CC=CC=1. The product is [CH3:1][N:2]1[CH:6]=[C:5]([C:7]2[CH:8]=[C:9]([CH:13]=[C:14]([C:16]([F:19])([F:18])[F:17])[CH:15]=2)[C:10]([NH:32][C:33]2[CH:42]=[C:41]3[C:36]([CH2:37][CH2:38][CH:39]([C:43]([O:45][CH3:46])=[O:44])[CH2:40]3)=[CH:35][CH:34]=2)=[O:12])[CH:4]=[N:3]1. The yield is 0.580. (3) The reactants are [F:1][C:2]1[CH:7]=[C:6]([NH:8][C:9]([NH:11][CH2:12][CH2:13][F:14])=[O:10])[CH:5]=[CH:4][C:3]=1[C:15]1[N:16]=[C:17]([N:29]2[CH2:34][CH2:33][O:32][CH2:31][C@@H:30]2C)[C:18]2[CH2:23][N:22]([C:24]([O:26][CH2:27]C)=[O:25])[CH2:21][C:19]=2[N:20]=1.ClC1N=C(N2CCOCC2)C2CN(C(OC)=O)CC=2N=1. No catalyst specified. The product is [F:1][C:2]1[CH:7]=[C:6]([NH:8][C:9]([NH:11][CH2:12][CH2:13][F:14])=[O:10])[CH:5]=[CH:4][C:3]=1[C:15]1[N:16]=[C:17]([N:29]2[CH2:30][CH2:31][O:32][CH2:33][CH2:34]2)[C:18]2[CH2:23][N:22]([C:24]([O:26][CH3:27])=[O:25])[CH2:21][C:19]=2[N:20]=1. The yield is 0.160. (4) The reactants are [C:1]([NH:5][C:6]([C:8]1[C:16]2[C:11](=[N:12][CH:13]=[C:14]([C:17]3[C:25]4[C:20](=[CH:21][CH:22]=[C:23]([O:26][CH:27]([F:29])[F:28])[CH:24]=4)[NH:19][N:18]=3)[N:15]=2)[N:10]([CH2:30][O:31][CH2:32][CH2:33][Si:34]([CH3:37])([CH3:36])[CH3:35])[CH:9]=1)=[O:7])([CH3:4])([CH3:3])[CH3:2].Cl[CH2:39][CH2:40][C:41]([N:43]([CH3:45])[CH3:44])=[O:42].C(=O)([O-])[O-].[Cs+].[Cs+]. The catalyst is CN(C)C=O. The product is [C:1]([NH:5][C:6]([C:8]1[C:16]2[C:11](=[N:12][CH:13]=[C:14]([C:17]3[C:25]4[C:20](=[CH:21][CH:22]=[C:23]([O:26][CH:27]([F:28])[F:29])[CH:24]=4)[N:19]([CH2:39][CH2:40][C:41]([N:43]([CH3:45])[CH3:44])=[O:42])[N:18]=3)[N:15]=2)[N:10]([CH2:30][O:31][CH2:32][CH2:33][Si:34]([CH3:37])([CH3:36])[CH3:35])[CH:9]=1)=[O:7])([CH3:4])([CH3:3])[CH3:2]. The yield is 0.590.